From a dataset of Full USPTO retrosynthesis dataset with 1.9M reactions from patents (1976-2016). Predict the reactants needed to synthesize the given product. (1) Given the product [Cl:33][CH2:32][CH2:31][CH2:30][O:21][C:16]1[CH:15]=[C:14]([C:12]2[S:13][C:6]3[C:7](=[N:8][CH:9]=[CH:10][C:5]=3[O:4][C:3]3[CH:22]=[CH:23][C:24]([N+:26]([O-:28])=[O:27])=[CH:25][C:2]=3[F:1])[CH:11]=2)[CH:19]=[CH:18][C:17]=1[O:20][CH2:30][CH2:31][CH2:32][Cl:33], predict the reactants needed to synthesize it. The reactants are: [F:1][C:2]1[CH:25]=[C:24]([N+:26]([O-:28])=[O:27])[CH:23]=[CH:22][C:3]=1[O:4][C:5]1[CH:10]=[CH:9][N:8]=[C:7]2[CH:11]=[C:12]([C:14]3[CH:15]=[C:16]([OH:21])[C:17]([OH:20])=[CH:18][CH:19]=3)[S:13][C:6]=12.Br[CH2:30][CH2:31][CH2:32][Cl:33].C(=O)([O-])[O-].[Cs+].[Cs+]. (2) Given the product [C:1]([C:5]1[CH:6]=[C:7]([C@H:11]2[CH2:16][C@@H:15]([C:17]3[O:24][NH:31][C:19](=[O:20])[CH:18]=3)[CH2:14][CH2:13][N:12]2[C:25]([O:27][CH3:28])=[O:26])[CH:8]=[CH:9][CH:10]=1)([CH3:4])([CH3:3])[CH3:2], predict the reactants needed to synthesize it. The reactants are: [C:1]([C:5]1[CH:6]=[C:7]([CH:11]2[CH2:16][CH:15]([C:17](=[O:24])[CH2:18][C:19](OCC)=[O:20])[CH2:14][CH2:13][N:12]2[C:25]([O:27][CH3:28])=[O:26])[CH:8]=[CH:9][CH:10]=1)([CH3:4])([CH3:3])[CH3:2].[OH-].[Na+].[NH2:31]O.Cl. (3) Given the product [CH3:22][CH:21]([CH3:23])[CH2:20][N:19]1[C:15]2[C:14]3[C:9](=[CH:10][CH:11]=[CH:12][CH:13]=3)[N:8]3[N:1]=[N:6][N:5]=[C:7]3[C:16]=2[N:17]=[CH:18]1, predict the reactants needed to synthesize it. The reactants are: [N:1]([O-])=O.[Na+].[NH:5]([C:7]1[C:16]2[N:17]=[CH:18][N:19]([CH2:20][CH:21]([CH3:23])[CH3:22])[C:15]=2[C:14]2[CH:13]=[CH:12][CH:11]=[CH:10][C:9]=2[N:8]=1)[NH2:6]. (4) Given the product [F:15][C:16]1[C:17]([C:32]2[N:33]=[C:34]([S:42]([CH3:43])=[O:9])[N:35]3[CH:40]=[CH:39][N:38]=[C:37]([NH2:41])[C:36]=23)=[CH:18][CH:19]=[C:20]2[C:25]=1[N:24]=[C:23]([C:26]1[CH:27]=[CH:28][CH:29]=[CH:30][CH:31]=1)[CH:22]=[CH:21]2, predict the reactants needed to synthesize it. The reactants are: ClC1C=CC=C(C(OO)=[O:9])C=1.C(Cl)Cl.[F:15][C:16]1[C:17]([C:32]2[N:33]=[C:34]([S:42][CH3:43])[N:35]3[CH:40]=[CH:39][N:38]=[C:37]([NH2:41])[C:36]=23)=[CH:18][CH:19]=[C:20]2[C:25]=1[N:24]=[C:23]([C:26]1[CH:31]=[CH:30][CH:29]=[CH:28][CH:27]=1)[CH:22]=[CH:21]2.